This data is from Forward reaction prediction with 1.9M reactions from USPTO patents (1976-2016). The task is: Predict the product of the given reaction. (1) Given the reactants [NH2:1][CH2:2][C@@H:3]([C:12]1[CH:21]=[CH:20][C:19]([O:22][CH2:23][C:24]2[CH:29]=[CH:28][CH:27]=[CH:26][CH:25]=2)=[C:18]2[C:13]=1[CH:14]=[CH:15][C:16](=[O:30])[NH:17]2)[O:4][Si:5]([C:8]([CH3:11])([CH3:10])[CH3:9])([CH3:7])[CH3:6].[OH:31][C:32]([C:43]1[CH:48]=[CH:47][C:46]([O:49][CH2:50][CH2:51][CH2:52][CH2:53][CH:54]=O)=[CH:45][CH:44]=1)([C:37]1[CH:42]=[CH:41][CH:40]=[CH:39][CH:38]=1)[C:33]([O:35][CH3:36])=[O:34].[O-]S([O-])(=O)=O.[Na+].[Na+].CC(O)=O.[C:75](O[C:75]([O:77][C:78]([CH3:81])([CH3:80])[CH3:79])=[O:76])([O:77][C:78]([CH3:81])([CH3:80])[CH3:79])=[O:76], predict the reaction product. The product is: [CH2:23]([O:22][C:19]1[CH:20]=[CH:21][C:12]([C@@H:3]([O:4][Si:5]([C:8]([CH3:11])([CH3:10])[CH3:9])([CH3:7])[CH3:6])[CH2:2][N:1]([C:75]([O:77][C:78]([CH3:79])([CH3:80])[CH3:81])=[O:76])[CH2:54][CH2:53][CH2:52][CH2:51][CH2:50][O:49][C:46]2[CH:47]=[CH:48][C:43]([C:32]([OH:31])([C:37]3[CH:42]=[CH:41][CH:40]=[CH:39][CH:38]=3)[C:33]([O:35][CH3:36])=[O:34])=[CH:44][CH:45]=2)=[C:13]2[C:18]=1[NH:17][C:16](=[O:30])[CH:15]=[CH:14]2)[C:24]1[CH:29]=[CH:28][CH:27]=[CH:26][CH:25]=1. (2) Given the reactants [CH3:1][O:2][C:3]1[CH:4]=[C:5]2[C:10](=[CH:11][C:12]=1[O:13][CH3:14])[N:9]=[CH:8][CH:7]=[C:6]2[O:15][C:16]1[CH:22]=[CH:21][C:19]([NH2:20])=[C:18]([CH3:23])[C:17]=1[CH3:24].[C:25]1(C)C=CC=CC=1.C(N(CC)CC)C.ClC(Cl)(O[C:43](=[O:49])[O:44][C:45](Cl)(Cl)Cl)Cl.[F:51][C:52]([F:64])([F:63])[O:53][C:54]1[CH:62]=[CH:61][C:57](C(O)C)=[CH:56][CH:55]=1, predict the reaction product. The product is: [CH3:1][O:2][C:3]1[CH:4]=[C:5]2[C:10](=[CH:11][C:12]=1[O:13][CH3:14])[N:9]=[CH:8][CH:7]=[C:6]2[O:15][C:16]1[CH:22]=[CH:21][C:19]([NH:20][C:43](=[O:49])[O:44][CH:45]([C:61]2[CH:57]=[CH:56][CH:55]=[C:54]([O:53][C:52]([F:51])([F:63])[F:64])[CH:62]=2)[CH3:25])=[C:18]([CH3:23])[C:17]=1[CH3:24]. (3) The product is: [NH2:9][C:4]1[CH:3]=[C:2]([Br:1])[CH:7]=[CH:6][C:5]=1[SH:8]. Given the reactants [Br:1][C:2]1[CH:7]=[CH:6][C:5]([SH:8])=[C:4]([N+:9]([O-])=O)[CH:3]=1.[H][H], predict the reaction product. (4) Given the reactants [CH2:1]=[O:2].[OH-].[Na+].[CH:5](=[O:12])[CH:6]1[CH2:11][CH2:10][CH:9]=[CH:8][CH2:7]1, predict the reaction product. The product is: [C:6]1([CH2:1][OH:2])([CH2:5][OH:12])[CH2:11][CH2:10][CH:9]=[CH:8][CH2:7]1. (5) Given the reactants Cl[C:2](Cl)([O:4]C(=O)OC(Cl)(Cl)Cl)Cl.[Br:13][C:14]1[C:20]([CH3:21])=[CH:19][C:17]([NH2:18])=[C:16]([F:22])[CH:15]=1.CCN(C(C)C)C(C)C.[CH:32]1([C:35]([N:37]2[CH2:41][CH2:40][C@@H:39]([CH2:42][C:43]([NH:45][NH2:46])=[O:44])[CH2:38]2)=[O:36])[CH2:34][CH2:33]1, predict the reaction product. The product is: [Br:13][C:14]1[C:20]([CH3:21])=[CH:19][C:17]([NH:18][C:2]([NH:46][NH:45][C:43](=[O:44])[CH2:42][C@@H:39]2[CH2:40][CH2:41][N:37]([C:35]([CH:32]3[CH2:34][CH2:33]3)=[O:36])[CH2:38]2)=[O:4])=[C:16]([F:22])[CH:15]=1. (6) Given the reactants [NH2:1][C:2]1[CH:7]=[CH:6][C:5]([C:8]([F:11])([F:10])[F:9])=[CH:4][C:3]=1[C:12]([C:14]1[CH:19]=[CH:18][CH:17]=[CH:16][CH:15]=1)=O.[CH2:20]([CH:22]([CH2:28][CH3:29])[C:23](=O)[CH2:24][C:25]#[N:26])[CH3:21], predict the reaction product. The product is: [CH2:20]([CH:22]([C:23]1[C:24]([C:25]#[N:26])=[C:12]([C:14]2[CH:19]=[CH:18][CH:17]=[CH:16][CH:15]=2)[C:3]2[C:2](=[CH:7][CH:6]=[C:5]([C:8]([F:11])([F:10])[F:9])[CH:4]=2)[N:1]=1)[CH2:28][CH3:29])[CH3:21]. (7) Given the reactants [ClH:1].Cl.[Cl:3][C:4]1C(C2SC3C=CC=C(C(N)=O)C=3C=2)=NC(NCCC2CCN(C)CC2)=NC=1.[CH:32]1([NH:35][C:36]([C:38]2[C:46]3[CH:45]=[C:44]([C:47]4[C:52]([CH3:53])=[CH:51][N:50]=[C:49]([NH:54][CH2:55][CH2:56][CH2:57][CH:58]5[CH2:63][CH2:62][CH2:61][NH:60][CH2:59]5)[N:48]=4)[S:43][C:42]=3[CH:41]=[CH:40][CH:39]=2)=[O:37])[CH2:34][CH2:33]1, predict the reaction product. The product is: [ClH:3].[ClH:1].[CH:32]1([NH:35][C:36]([C:38]2[C:46]3[CH:45]=[C:44]([C:47]4[C:52]([CH3:53])=[CH:51][N:50]=[C:49]([NH:54][CH2:55][CH2:56][CH2:57][CH:58]5[CH2:63][CH2:62][CH2:61][N:60]([CH3:4])[CH2:59]5)[N:48]=4)[S:43][C:42]=3[CH:41]=[CH:40][CH:39]=2)=[O:37])[CH2:34][CH2:33]1. (8) Given the reactants [Cl:1][C:2]1[C:7]([C:8]2[N:9]=[C:10]([N:20]3[CH2:25][CH2:24][O:23][CH2:22][CH2:21]3)[S:11][C:12]=2[C:13]2[CH:18]=[CH:17][N:16]=[C:15](Cl)[N:14]=2)=[CH:6][CH:5]=[CH:4][C:3]=1[NH:26][S:27]([C:30]1[CH:34]=[CH:33][O:32][CH:31]=1)(=[O:29])=[O:28].C([O-])=O.[NH4+], predict the reaction product. The product is: [Cl:1][C:2]1[C:7]([C:8]2[N:9]=[C:10]([N:20]3[CH2:21][CH2:22][O:23][CH2:24][CH2:25]3)[S:11][C:12]=2[C:13]2[CH:18]=[CH:17][N:16]=[CH:15][N:14]=2)=[CH:6][CH:5]=[CH:4][C:3]=1[NH:26][S:27]([C:30]1[CH:34]=[CH:33][O:32][CH:31]=1)(=[O:28])=[O:29]. (9) The product is: [CH2:1]([O:3][C:4](=[O:11])[C:5]([OH:6])([C:7]([F:8])([F:10])[F:9])[CH:45]([CH3:46])[C:44]([C:40]1[CH:41]=[CH:42][CH:43]=[C:38]([F:37])[C:39]=1[O:48][CH3:49])=[CH2:47])[CH3:2]. Given the reactants [CH2:1]([O:3][C:4](=[O:11])[C:5]([C:7]([F:10])([F:9])[F:8])=[O:6])[CH3:2].[O-]S(C(F)(F)F)(=O)=O.[Yb+3].[O-]S(C(F)(F)F)(=O)=O.[O-]S(C(F)(F)F)(=O)=O.[F:37][C:38]1[CH:43]=[CH:42][CH:41]=[C:40]([C:44]([CH3:47])=[CH:45][CH3:46])[C:39]=1[O:48][CH3:49], predict the reaction product. (10) Given the reactants [OH:1][C:2]1[CH:21]=[CH:20][C:5]2[O:6][CH2:7][CH2:8][N:9]([C:10]3[CH:11]=[N:12][C:13]([O:18][CH3:19])=[C:14]([CH:17]=3)[C:15]#[N:16])[C:4]=2[CH:3]=1.[H-].[Na+].[C:24]([N:31]1[CH2:35][CH2:34][C@@H:33](OS(C)(=O)=O)[CH2:32]1)([O:26][C:27]([CH3:30])([CH3:29])[CH3:28])=[O:25], predict the reaction product. The product is: [C:15]([C:14]1[CH:17]=[C:10]([N:9]2[CH2:8][CH2:7][O:6][C:5]3[CH:20]=[CH:21][C:2]([O:1][C@H:34]4[CH2:33][CH2:32][N:31]([C:24]([O:26][C:27]([CH3:30])([CH3:29])[CH3:28])=[O:25])[CH2:35]4)=[CH:3][C:4]2=3)[CH:11]=[N:12][C:13]=1[O:18][CH3:19])#[N:16].